Task: Predict the reactants needed to synthesize the given product.. Dataset: Full USPTO retrosynthesis dataset with 1.9M reactions from patents (1976-2016) (1) Given the product [C:3]1([CH2:8][C:9](=[O:15])[C:10]([O:12][CH2:13][CH3:14])=[O:11])[CH:4]=[CH:5][CH:6]=[CH:7][CH:2]=1, predict the reactants needed to synthesize it. The reactants are: F[C:2]1[CH:7]=[CH:6][CH:5]=[CH:4][C:3]=1[CH2:8][C:9](=[O:15])[C:10]([O:12][CH2:13][CH3:14])=[O:11].C(Br)C1C=CC=CC=1.[Mg].C(OCC)(=O)C(OCC)=O. (2) Given the product [C:22]([NH:25][C:26]1[CH:34]=[CH:33][C:29]([C:30]([NH:18][C:14]2[N:13]3[CH2:19][CH2:20][N:21]=[C:12]3[C:11]3[CH:10]=[CH:9][C:8]([N:2]4[CH2:7][CH2:6][O:5][CH2:4][CH2:3]4)=[CH:17][C:16]=3[N:15]=2)=[O:31])=[CH:28][N:27]=1)(=[O:24])[CH3:23], predict the reactants needed to synthesize it. The reactants are: Br.[N:2]1([C:8]2[CH:9]=[CH:10][C:11]3[C:12]4[N:13]([CH2:19][CH2:20][N:21]=4)[C:14]([NH2:18])=[N:15][C:16]=3[CH:17]=2)[CH2:7][CH2:6][O:5][CH2:4][CH2:3]1.[C:22]([NH:25][C:26]1[CH:34]=[CH:33][C:29]([C:30](O)=[O:31])=[CH:28][N:27]=1)(=[O:24])[CH3:23].C(N(CC)C(C)C)(C)C.C([O-])(O)=O.[Na+]. (3) Given the product [CH3:27][O:26][C:21]1[CH:22]=[CH:23][CH:24]=[CH:25][C:20]=1[CH2:19][O:18][CH2:17][CH2:16][CH2:15][O:14][C:11]1[CH:12]=[CH:13][C:8]([CH:7]2[CH2:6][CH2:5][N:4]([C:28]([O:30][C:31]([CH3:34])([CH3:33])[CH3:32])=[O:29])[CH2:3][CH:2]2[O:1][CH2:36][C:37]2[C:45]3[N:44]=[CH:43][N:42]([CH3:46])[C:41]=3[CH:40]=[CH:39][CH:38]=2)=[CH:9][CH:10]=1, predict the reactants needed to synthesize it. The reactants are: [OH:1][CH:2]1[CH:7]([C:8]2[CH:13]=[CH:12][C:11]([O:14][CH2:15][CH2:16][CH2:17][O:18][CH2:19][C:20]3[CH:25]=[CH:24][CH:23]=[CH:22][C:21]=3[O:26][CH3:27])=[CH:10][CH:9]=2)[CH2:6][CH2:5][N:4]([C:28]([O:30][C:31]([CH3:34])([CH3:33])[CH3:32])=[O:29])[CH2:3]1.Cl[CH2:36][C:37]1[C:45]2[N:44]=[CH:43][N:42]([CH3:46])[C:41]=2[CH:40]=[CH:39][CH:38]=1. (4) Given the product [Br:1][C:2]1[CH:3]=[CH:4][C:5](/[CH:13]=[CH:14]/[CH3:15])=[C:6]2[C:10]=1[N:9]([CH3:11])[N:8]=[C:7]2[N:12]([S:26]([CH3:25])(=[O:28])=[O:27])[S:26]([CH3:25])(=[O:28])=[O:27], predict the reactants needed to synthesize it. The reactants are: [Br:1][C:2]1[CH:3]=[CH:4][C:5](/[CH:13]=[CH:14]/[CH3:15])=[C:6]2[C:10]=1[N:9]([CH3:11])[N:8]=[C:7]2[NH2:12].C(N(CC)C(C)C)(C)C.[CH3:25][S:26](Cl)(=[O:28])=[O:27].